This data is from Catalyst prediction with 721,799 reactions and 888 catalyst types from USPTO. The task is: Predict which catalyst facilitates the given reaction. (1) Reactant: [CH3:1][CH2:2][N:3]([C:6]1[CH:7]=[CH:8][C:9]2[C:24]([C:25]3[CH:26]=[CH:27][CH:28]=[CH:29][C:30]=3[C:31](C)=[O:32])=[C:23]3[C:13](=[CH:14][C:15]([CH:21]=[CH:22]3)=[N+:16]([CH2:19][CH3:20])[CH2:17][CH3:18])[O:12][C:10]=2[CH:11]=1)[CH2:4][CH3:5].[NH2:34][NH2:35]. Product: [CH3:5][CH2:4][N:3]([C:6]1[CH:7]=[CH:8][C:9]2[C:24]3([N:34]([NH2:35])[C:31](=[O:32])[C:30]4[C:25]3=[CH:26][CH:27]=[CH:28][CH:29]=4)[C:23]3[CH:22]=[CH:21][C:15]([N:16]([CH2:19][CH3:20])[CH2:17][CH3:18])=[CH:14][C:13]=3[O:12][C:10]=2[CH:11]=1)[CH2:2][CH3:1]. The catalyst class is: 8. (2) The catalyst class is: 2. Reactant: [OH:1][CH:2]([C:18]1[O:19][C:20]([C:23]2[N:28]=[C:27]([C:29]([O:31][CH3:32])=[O:30])[CH:26]=[CH:25][CH:24]=2)=[CH:21][N:22]=1)[CH2:3][CH2:4][C:5]1[CH:10]=[CH:9][C:8]([O:11][C:12]2[CH:17]=[CH:16][CH:15]=[CH:14][CH:13]=2)=[CH:7][CH:6]=1.CC(OI1(OC(C)=O)(OC(C)=O)OC(=O)C2C=CC=CC1=2)=O.C([O-])(O)=O.[Na+]. Product: [O:11]([C:8]1[CH:7]=[CH:6][C:5]([CH2:4][CH2:3][C:2]([C:18]2[O:19][C:20]([C:23]3[N:28]=[C:27]([C:29]([O:31][CH3:32])=[O:30])[CH:26]=[CH:25][CH:24]=3)=[CH:21][N:22]=2)=[O:1])=[CH:10][CH:9]=1)[C:12]1[CH:17]=[CH:16][CH:15]=[CH:14][CH:13]=1.